From a dataset of Reaction yield outcomes from USPTO patents with 853,638 reactions. Predict the reaction yield, written as a fraction of the theoretical maximum amount of product (1.0 means a 100% yield; for example, 0.34 means a 34% yield). (1) The reactants are [CH3:1][N:2]([CH3:34])[CH:3]1[CH2:6][N:5]([C:7]2[C:12]([N+:13]([O-])=O)=[CH:11][C:10]([NH:16][C:17]3[N:22]=[C:21]([C:23]4[CH:24]=[N:25][N:26]5[CH:31]=[CH:30][CH:29]=[CH:28][C:27]=45)[CH:20]=[CH:19][N:18]=3)=[C:9]([O:32][CH3:33])[CH:8]=2)[CH2:4]1.[NH4+].[Cl-].C(O)C. The catalyst is [Fe].O. The product is [CH3:34][N:2]([CH3:1])[CH:3]1[CH2:4][N:5]([C:7]2[CH:8]=[C:9]([O:32][CH3:33])[C:10]([NH:16][C:17]3[N:22]=[C:21]([C:23]4[CH:24]=[N:25][N:26]5[CH:31]=[CH:30][CH:29]=[CH:28][C:27]=45)[CH:20]=[CH:19][N:18]=3)=[CH:11][C:12]=2[NH2:13])[CH2:6]1. The yield is 0.750. (2) The reactants are O=[C:2]([C:6]1[CH:11]=[CH:10][CH:9]=[CH:8][N:7]=1)[CH2:3][C:4]#[N:5].[CH3:12][NH:13][NH2:14]. The catalyst is C(O)C. The product is [CH3:12][N:13]1[C:4]([NH2:5])=[CH:3][C:2]([C:6]2[CH:11]=[CH:10][CH:9]=[CH:8][N:7]=2)=[N:14]1. The yield is 0.630.